Dataset: Peptide-MHC class I binding affinity with 185,985 pairs from IEDB/IMGT. Task: Regression. Given a peptide amino acid sequence and an MHC pseudo amino acid sequence, predict their binding affinity value. This is MHC class I binding data. (1) The peptide sequence is VWINNSWKF. The MHC is HLA-A24:02 with pseudo-sequence HLA-A24:02. The binding affinity (normalized) is 0.914. (2) The peptide sequence is TSLIANIDW. The MHC is Mamu-B17 with pseudo-sequence Mamu-B17. The binding affinity (normalized) is 0. (3) The MHC is HLA-A30:02 with pseudo-sequence HLA-A30:02. The peptide sequence is QWSLFFFVY. The binding affinity (normalized) is 0.332. (4) The peptide sequence is KVNTTIARY. The MHC is HLA-A26:01 with pseudo-sequence HLA-A26:01. The binding affinity (normalized) is 0.176.